This data is from Forward reaction prediction with 1.9M reactions from USPTO patents (1976-2016). The task is: Predict the product of the given reaction. (1) Given the reactants [OH:1][B:2]1[C:6]2[CH:7]=[CH:8][C:9]([O:11][C:12]3[CH:20]=[CH:19][C:15]([C:16]([OH:18])=O)=[CH:14][CH:13]=3)=[CH:10][C:5]=2[CH2:4][O:3]1.CCN=C=NCCCN(C)C.C1C=CC2N(O)N=NC=2C=1.[CH2:42]([NH2:49])[C:43]1[CH:48]=[CH:47][CH:46]=[CH:45][CH:44]=1, predict the reaction product. The product is: [CH2:42]([NH:49][C:16](=[O:18])[C:15]1[CH:14]=[CH:13][C:12]([O:11][C:9]2[CH:8]=[CH:7][C:6]3[B:2]([OH:1])[O:3][CH2:4][C:5]=3[CH:10]=2)=[CH:20][CH:19]=1)[C:43]1[CH:48]=[CH:47][CH:46]=[CH:45][CH:44]=1. (2) The product is: [Cl:1][C:2]1[CH:3]=[CH:4][C:5]([O:45][CH:46]([F:47])[F:48])=[C:6]([C:8]2[C:12]([NH:13][C:14]([C:16]3[CH:17]=[N:18][N:19]4[CH:24]=[CH:23][CH:22]=[N:21][C:20]=34)=[O:15])=[CH:11][N:10]([CH2:25][C:26]([N:28]3[CH2:29][CH2:30][CH:31]([C:34]([O:36][CH2:37][CH2:38][N:39]([CH3:44])[CH3:40])=[O:35])[CH2:32][CH2:33]3)=[O:27])[N:9]=2)[CH:7]=1. Given the reactants [Cl:1][C:2]1[CH:3]=[CH:4][C:5]([O:45][CH:46]([F:48])[F:47])=[C:6]([C:8]2[C:12]([NH:13][C:14]([C:16]3[CH:17]=[N:18][N:19]4[CH:24]=[CH:23][CH:22]=[N:21][C:20]=34)=[O:15])=[CH:11][N:10]([CH2:25][C:26]([N:28]3[CH2:33][CH2:32][CH:31]([C:34]([O:36][CH2:37][CH2:38][N:39]4[CH2:44]COC[CH2:40]4)=[O:35])[CH2:30][CH2:29]3)=[O:27])[N:9]=2)[CH:7]=1.CN(C)CCO, predict the reaction product.